From a dataset of Full USPTO retrosynthesis dataset with 1.9M reactions from patents (1976-2016). Predict the reactants needed to synthesize the given product. (1) The reactants are: [NH:1]1[C:5]2=[CH:6][N:7]=[CH:8][CH:9]=[C:4]2[C:3]2([CH2:11][CH2:10]2)[C:2]1=[O:12].CC(C)([O-])C.[Na+].[Cl:19][C:20]1[CH:37]=[C:36]([F:38])[C:23]2[N:24]([CH:29]3[CH2:33][CH2:32][S:31](=[O:35])(=[O:34])[CH2:30]3)[C:25]([CH2:27]Cl)=[N:26][C:22]=2[CH:21]=1. Given the product [Cl:19][C:20]1[CH:37]=[C:36]([F:38])[C:23]2[N:24]([CH:29]3[CH2:33][CH2:32][S:31](=[O:34])(=[O:35])[CH2:30]3)[C:25]([CH2:27][N:1]3[C:5]4=[CH:6][N:7]=[CH:8][CH:9]=[C:4]4[C:3]4([CH2:10][CH2:11]4)[C:2]3=[O:12])=[N:26][C:22]=2[CH:21]=1, predict the reactants needed to synthesize it. (2) Given the product [OH:24][C:7]1[CH:6]=[CH:5][C:4]2[N:3]=[C:2]([NH:25][C:26]3[CH:27]=[C:28]([CH:32]=[CH:33][CH:34]=3)[C:29]([OH:31])=[O:30])[C:11]3=[N:12][NH:13][CH:14]=[C:10]3[C:9]=2[CH:8]=1, predict the reactants needed to synthesize it. The reactants are: Cl[C:2]1[C:11]2=[N:12][N:13](CC3C=CC(OC)=CC=3)[CH:14]=[C:10]2[C:9]2[CH:8]=[C:7]([OH:24])[CH:6]=[CH:5][C:4]=2[N:3]=1.[NH2:25][C:26]1[CH:27]=[C:28]([CH:32]=[CH:33][CH:34]=1)[C:29]([OH:31])=[O:30].Cl. (3) The reactants are: Br[C:2]1[S:6][C:5]([C:7]([NH:9][CH:10]2[CH2:15][CH2:14][O:13][CH2:12][CH2:11]2)=[O:8])=[N:4][C:3]=1[CH2:16][CH:17]1[CH2:22][CH2:21][CH2:20][CH2:19][CH2:18]1.[C:23]([C:27]1[CH:28]=[C:29](B2OC(C)(C)C(C)(C)O2)[CH:30]=[C:31]([C:33]2([CH3:36])[CH2:35][CH2:34]2)[CH:32]=1)([CH3:26])([CH3:25])[CH3:24].C([O-])([O-])=O.[Na+].[Na+].C(Cl)Cl. Given the product [C:23]([C:27]1[CH:28]=[C:29]([C:2]2[S:6][C:5]([C:7]([NH:9][CH:10]3[CH2:15][CH2:14][O:13][CH2:12][CH2:11]3)=[O:8])=[N:4][C:3]=2[CH2:16][CH:17]2[CH2:22][CH2:21][CH2:20][CH2:19][CH2:18]2)[CH:30]=[C:31]([C:33]2([CH3:36])[CH2:35][CH2:34]2)[CH:32]=1)([CH3:26])([CH3:24])[CH3:25], predict the reactants needed to synthesize it. (4) Given the product [C:18]([O:17][C:5]1[C:4]([C:1](=[N:22][NH:21][C:23]([C:25]2[CH:33]=[CH:32][C:28]([C:29]([OH:31])=[O:30])=[C:27]([N+:34]([O-:36])=[O:35])[CH:26]=2)=[O:24])[CH3:2])=[CH:8][S:7][C:6]=1[C:9]1[CH:14]=[CH:13][C:12]([Cl:15])=[C:11]([Cl:16])[CH:10]=1)(=[O:20])[CH3:19], predict the reactants needed to synthesize it. The reactants are: [C:1]([C:4]1[C:5]([O:17][C:18](=[O:20])[CH3:19])=[C:6]([C:9]2[CH:14]=[CH:13][C:12]([Cl:15])=[C:11]([Cl:16])[CH:10]=2)[S:7][CH:8]=1)(=O)[CH3:2].[NH:21]([C:23]([C:25]1[CH:33]=[CH:32][C:28]([C:29]([OH:31])=[O:30])=[C:27]([N+:34]([O-:36])=[O:35])[CH:26]=1)=[O:24])[NH2:22]. (5) Given the product [CH2:1]([N:3]1[CH2:16][C@@H:15]2[C@H:10]([CH2:11][CH2:12][C@:13]3([CH3:26])[C:19]([C:20]4[CH:21]=[N:22][CH:23]=[C:24]([O:30][CH3:29])[CH:25]=4)=[CH:18][CH2:17][C@H:14]32)[C@:9]2([CH3:27])[C:4]1=[CH:5][C:6](=[O:28])[CH2:7][CH2:8]2)[CH3:2], predict the reactants needed to synthesize it. The reactants are: [CH2:1]([N:3]1[CH2:16][C@@H:15]2[C@H:10]([CH2:11][CH2:12][C@:13]3([CH3:26])[C:19]([C:20]4[CH:21]=[N:22][CH:23]=[CH:24][CH:25]=4)=[CH:18][CH2:17][C@H:14]32)[C@:9]2([CH3:27])[C:4]1=[CH:5][C:6](=[O:28])[CH2:7][CH2:8]2)[CH3:2].[CH3:29][O:30]C1C=C(B(OCC)OCC)C=NC=1.